This data is from Experimentally validated miRNA-target interactions with 360,000+ pairs, plus equal number of negative samples. The task is: Binary Classification. Given a miRNA mature sequence and a target amino acid sequence, predict their likelihood of interaction. (1) The miRNA is mmu-miR-770-3p with sequence CGUGGGCCUGACGUGGAGCUGG. The protein sequence of the target gene is MIHVRRHETRRNSKSHVPEQKSRVDWRRTKRSSISQLLDSDEELDSEEFDSDEELDSDESFENDEELDSNKGPDCNKTPGSERELNLSKIQSEGNDSKCLINSGNGSTYEEETNKIKHRNIDLQDQEKHLSQEDNDLNKQTGQIIEDDQEKHLSQEDNDLNKQTGQIIEDDLEEEDIKRGKRKRLSSVMCDSDESDDSDILVRKVGVKRPRRVVEDEGSSVEMEQKTPEKTLAAQKREKLQKLKELSKQRSRQRRSSGRDFEDSEKESCPSSDEVDEEEEEDNYESDEDGDDYIIDDFVV.... Result: 0 (no interaction). (2) The miRNA is hsa-miR-1-3p with sequence UGGAAUGUAAAGAAGUAUGUAU. The protein sequence of the target gene is MAARLVSRCGAVRAAPHSGPLVSWRRWSGASTDTVYDVVVSGGGLVGAAMACALGYDIHFHDKKILLLEAGPKKVLEKLSETYSNRVSSISPGSATLLSSFGAWDHICNMRYRAFRRMQVWDACSEALIMFDKDNLDDMGYIVENDVIMHALTKQLEAVSDRVTVLYRSKAIRYTWPCPFPMADSSPWVHITLGDGSTFQTKLLIGADGHNSGVRQAVGIQNVSWNYDQSAVVATLHLSEATENNVAWQRFLPSGPIALLPLSDTLSSLVWSTSHEHAAELVSMDEEKFVDAVNSAFWSD.... Result: 1 (interaction). (3) The miRNA is hsa-miR-6832-3p with sequence ACCCUUUUUCUCUUUCCCAG. The protein sequence of the target gene is MQQAPQPYEFFSEENSPKWRGLLVSALRKVQEQVHPTLSANEESLYYIEELIFQLLNKLCMAQPRTVQDVEERVQKTFPHPIDKWAIADAQSAIEKRKRRNPLLLPVDKIHPSLKEVLGYKVDYHVSLYIVAVLEYISADILKLAGNYVFNIRHYEISQQDIKVSMCADKVLMDMFDQDDIGLVSLCEDEPSSSGELNYYDLVRTEIAEERQYLRELNMIIKVFREAFLSDRKLFKPSDIEKIFSNISDIHELTVKLLGLIEDTVEMTDESSPHPLAGSCFEDLAEEQAFDPYETLSQDI.... Result: 1 (interaction). (4) The miRNA is ssc-miR-204 with sequence UUCCCUUUGUCAUCCUAUGCCU. The protein sequence of the target gene is MEVLQCDGCDFRAPSYEDLKAHIQDVHTAFLQPTDVAEDNVNELRCGSVNASNQTEVEFSSIKDEFAIAEDLSGQNATSLGTGGYYGHSPGYYGQHIAANPKPTNKFFQCKFCVRYFRSKNLLIEHTRKVHGAQAEGSSSGPPVPGSLNYNIMMHEGFGKVFSCQFCTYKSPRRARIIKHQKMYHKNNLKETTAPPPAPAPMPDPVVPPVSLQDPCKELPAEVVERSILESMVKPLTKSRGNFCCEWCSYQTPRRERWCDHMMKKHRSMVKILSSLRQQQEGTNLPDVPNKSAPSPTSNS.... Result: 0 (no interaction). (5) The miRNA is hsa-miR-6839-3p with sequence UUGGGUUUUCUCUUCAAUCCAG. The protein sequence of the target gene is MKQLKRKRKSNFSVQETQTLLKEITKRKEVIFSKQLNTTINVMKRMAWEEIAQCVNAVGEGEQRTGTEVKRRYLDWRALMKRKRMKANMKLVGSGFPLPTSDLDDSLTEDIDEKIAFRNDANFEWQNVADFRDAGGSLTEVKVEEEERDPQSPEFEIEEEEEMLSSVIPDSRRENELPDFPHIDEFFTLNSTPSRPTYDEPHLLMNIEKQKLELEKRRLDIEAERLQVEKERLQIEKERLRHLDLEHERLQLEKERLQIEREKWRLQLVSTEKPALENELGQGEKSMLQPQDIEAEKLKL.... Result: 0 (no interaction). (6) The miRNA is hsa-miR-1301-3p with sequence UUGCAGCUGCCUGGGAGUGACUUC. The protein sequence of the target gene is MDHAEENEIPAETQRYYVERPIFSHPVLQERLHVKDKVTESIGDKLKQAFTCTPKKIRNIIYMFLPITKWLPAYKFKEYVLGDLVSGISTGVLQLPQGLAFAMLAAVPPVFGLYSSFYPVIMYCFFGTSRHISIGPFAVISLMIGGVAVRLVPDDIVIPGGVNATNGTEARDALRVKVAMSVTLLSGIIQFCLGVCRFGFVAIYLTEPLVRGFTTAAAVHVFTSMLKYLFGVKTKRYSGIFSVVYSTVAVLQNVKNLNVCSLGVGLMVFGLLLGGKEFNERFKEKLPAPIPLEFFAVVMG.... Result: 0 (no interaction).